Regression. Given two drug SMILES strings and cell line genomic features, predict the synergy score measuring deviation from expected non-interaction effect. From a dataset of NCI-60 drug combinations with 297,098 pairs across 59 cell lines. (1) Drug 1: CC12CCC3C(C1CCC2=O)CC(=C)C4=CC(=O)C=CC34C. Drug 2: C1=NNC2=C1C(=O)NC=N2. Cell line: OVCAR-5. Synergy scores: CSS=44.4, Synergy_ZIP=0.718, Synergy_Bliss=4.46, Synergy_Loewe=-4.17, Synergy_HSA=3.24. (2) Drug 1: C1=CC(=C2C(=C1NCCNCCO)C(=O)C3=C(C=CC(=C3C2=O)O)O)NCCNCCO. Drug 2: CC(C1=C(C=CC(=C1Cl)F)Cl)OC2=C(N=CC(=C2)C3=CN(N=C3)C4CCNCC4)N. Cell line: OVCAR-8. Synergy scores: CSS=46.7, Synergy_ZIP=4.37, Synergy_Bliss=3.66, Synergy_Loewe=-12.1, Synergy_HSA=3.79.